Dataset: Full USPTO retrosynthesis dataset with 1.9M reactions from patents (1976-2016). Task: Predict the reactants needed to synthesize the given product. Given the product [CH2:16]([NH:19][C:6]([CH:1]1[CH2:2][CH:3]=[CH:4][CH2:5]1)=[O:8])[CH2:17][CH3:18], predict the reactants needed to synthesize it. The reactants are: [CH:1]1([C:6]([O:8]N2C(=O)CCC2=O)=O)[CH2:5][CH:4]=[CH:3][CH2:2]1.[CH2:16]([NH2:19])[CH2:17][CH3:18].